From a dataset of Full USPTO retrosynthesis dataset with 1.9M reactions from patents (1976-2016). Predict the reactants needed to synthesize the given product. (1) Given the product [NH2:33][C:32]1[N:31]=[CH:30][N:29]=[C:28]2[N:24]([CH:21]3[CH2:20][CH2:19][N:18]([CH2:17][C:16]4[CH:34]=[CH:35][C:13]([C:7]5[C:6]([C:36]6[CH:37]=[CH:38][CH:39]=[CH:40][CH:41]=6)=[CH:5][C:4]6[C:3](=[O:2])[NH:12][CH:11]=[CH:10][C:9]=6[N:8]=5)=[CH:14][CH:15]=4)[CH2:23][CH2:22]3)[N:25]=[CH:26][C:27]=12, predict the reactants needed to synthesize it. The reactants are: C[O:2][C:3]1[N:12]=[CH:11][CH:10]=[C:9]2[C:4]=1[CH:5]=[C:6]([C:36]1[CH:41]=[CH:40][CH:39]=[CH:38][CH:37]=1)[C:7]([C:13]1[CH:35]=[CH:34][C:16]([CH2:17][N:18]3[CH2:23][CH2:22][CH:21]([N:24]4[C:28]5=[N:29][CH:30]=[N:31][C:32]([NH2:33])=[C:27]5[CH:26]=[N:25]4)[CH2:20][CH2:19]3)=[CH:15][CH:14]=1)=[N:8]2.Cl.N1C=CC=CC=1.C(=O)(O)[O-].[Na+]. (2) The reactants are: Br[C:2]1[CH:3]=[N:4][CH:5]=[C:6]2[C:11]=1[N:10]=[CH:9][CH:8]=[CH:7]2.[N:12]1[CH:17]=[CH:16][CH:15]=[CH:14][C:13]=1[C:18]1[C:19](B(O)O)=[C:20]2[CH2:25][CH2:24][CH2:23][N:21]2[N:22]=1.P([O-])([O-])([O-])=O.[K+].[K+].[K+].CN(C=O)C. Given the product [N:12]1[CH:17]=[CH:16][CH:15]=[CH:14][C:13]=1[C:18]1[C:19]([C:2]2[CH:3]=[N:4][CH:5]=[C:6]3[C:11]=2[N:10]=[CH:9][CH:8]=[CH:7]3)=[C:20]2[CH2:25][CH2:24][CH2:23][N:21]2[N:22]=1, predict the reactants needed to synthesize it.